This data is from Full USPTO retrosynthesis dataset with 1.9M reactions from patents (1976-2016). The task is: Predict the reactants needed to synthesize the given product. (1) Given the product [Cl:1][C:2]1[C:3]([CH3:18])=[CH:4][C:5]2[N:6]([CH:8]=[C:9]([CH3:11])[N:10]=2)[N:7]=1, predict the reactants needed to synthesize it. The reactants are: [Cl:1][C:2]1[C:3]([CH3:18])=[CH:4][C:5]2[N:6]([C:8](C3C=CN=CC=3)=[C:9]([CH3:11])[N:10]=2)[N:7]=1.CN1CC2C(CNC2)C1.C(N(CC)CC)C.Cl. (2) Given the product [C:1]([N:5]([CH3:40])[C:6]([C:8]1[N:9]=[C:10]([C:27]2[CH2:32][CH2:31][NH:30][CH2:29][CH:28]=2)[N:11]2[C:20]3[C:15](=[CH:16][C:17]([O:25][CH3:26])=[C:18]([CH2:21][CH:22]([CH3:24])[CH3:23])[CH:19]=3)[CH2:14][CH2:13][C:12]=12)=[O:7])([CH3:2])([CH3:3])[CH3:4], predict the reactants needed to synthesize it. The reactants are: [C:1]([N:5]([CH3:40])[C:6]([C:8]1[N:9]=[C:10]([C:27]2[CH2:32][CH2:31][N:30](C(OC(C)(C)C)=O)[CH2:29][CH:28]=2)[N:11]2[C:20]3[C:15](=[CH:16][C:17]([O:25][CH3:26])=[C:18]([CH2:21][CH:22]([CH3:24])[CH3:23])[CH:19]=3)[CH2:14][CH2:13][C:12]=12)=[O:7])([CH3:4])([CH3:3])[CH3:2].C(O)(C(F)(F)F)=O. (3) Given the product [CH3:1][C:2]1([C:9]([Cl:20])=[O:11])[CH:6]2[CH2:7][CH2:8][CH:3]1[CH2:4][CH2:5]2, predict the reactants needed to synthesize it. The reactants are: [CH3:1][C:2]1([C:9]([OH:11])=O)[CH:6]2[CH2:7][CH2:8][CH:3]1[CH2:4][CH2:5]2.CN(C=O)C.C(Cl)(=O)C([Cl:20])=O. (4) The reactants are: [CH2:1]([O:5][C:6]([C:8]1[N:9]=[C:10](O)[C:11]2[C:16]([C:17]=1[OH:18])=[CH:15][CH:14]=[C:13]([O:19][CH:20]1[CH2:25][CH2:24][CH2:23][CH2:22][CH2:21]1)[CH:12]=2)=[O:7])[CH2:2][CH2:3][CH3:4].P(Br)(Br)([Br:29])=O. Given the product [CH2:1]([O:5][C:6]([C:8]1[N:9]=[C:10]([Br:29])[C:11]2[C:16]([C:17]=1[OH:18])=[CH:15][CH:14]=[C:13]([O:19][CH:20]1[CH2:25][CH2:24][CH2:23][CH2:22][CH2:21]1)[CH:12]=2)=[O:7])[CH2:2][CH2:3][CH3:4], predict the reactants needed to synthesize it. (5) The reactants are: [NH2:1][C:2]([NH2:4])=[S:3].Br[CH2:6][C:7]([CH:9]1[CH2:22][C:21]2[C:20]3[C:15](=[CH:16][CH:17]=[C:18]([O:23][CH3:24])[CH:19]=3)[N:14]=[CH:13][C:12]=2[O:11][CH2:10]1)=O.N. Given the product [CH3:24][O:23][C:18]1[CH:19]=[C:20]2[C:15](=[CH:16][CH:17]=1)[N:14]=[CH:13][C:12]1[O:11][CH2:10][CH:9]([C:7]3[N:1]=[C:2]([NH2:4])[S:3][CH:6]=3)[CH2:22][C:21]2=1, predict the reactants needed to synthesize it.